From a dataset of Full USPTO retrosynthesis dataset with 1.9M reactions from patents (1976-2016). Predict the reactants needed to synthesize the given product. Given the product [N+:10]([C:7]1[CH:6]=[CH:5][C:4]([C@@H:3]([NH:13][C:21](=[O:22])[O:23][C:24]([CH3:27])([CH3:26])[CH3:25])[CH3:2])=[CH:9][CH:8]=1)([O-:12])=[O:11], predict the reactants needed to synthesize it. The reactants are: Cl.[CH3:2][CH:3]([NH2:13])[C:4]1[CH:9]=[CH:8][C:7]([N+:10]([O-:12])=[O:11])=[CH:6][CH:5]=1.C(N(CC)CC)C.[C:21](O[C:21]([O:23][C:24]([CH3:27])([CH3:26])[CH3:25])=[O:22])([O:23][C:24]([CH3:27])([CH3:26])[CH3:25])=[O:22].